From a dataset of Reaction yield outcomes from USPTO patents with 853,638 reactions. Predict the reaction yield, written as a fraction of the theoretical maximum amount of product (1.0 means a 100% yield; for example, 0.34 means a 34% yield). (1) The reactants are [C:1]([C:5]1[CH:9]=[C:8]([NH:10][C:11]([NH:13][C@@H:14]2[C:23]3[C:18](=[CH:19][CH:20]=[CH:21][CH:22]=3)[C@H:17]([O:24][C:25]3[CH:26]=[CH:27][C:28]4[N:29]([C:31]([N:34]5[CH2:39][CH2:38][CH2:37][CH2:36][CH2:35]5)=[N:32][N:33]=4)[CH:30]=3)[CH2:16][CH2:15]2)=[O:12])[N:7]([C:40]2[CH:41]=[N:42][N:43]([CH2:45][CH2:46][CH2:47][O:48]S(C)(=O)=O)[CH:44]=2)[N:6]=1)([CH3:4])([CH3:3])[CH3:2].[CH3:53][NH:54][CH3:55].C1C[O:59]CC1. No catalyst specified. The product is [CH:47]([OH:48])=[O:59].[C:1]([C:5]1[CH:9]=[C:8]([NH:10][C:11]([NH:13][C@@H:14]2[C:23]3[C:18](=[CH:19][CH:20]=[CH:21][CH:22]=3)[C@H:17]([O:24][C:25]3[CH:26]=[CH:27][C:28]4[N:29]([C:31]([N:34]5[CH2:39][CH2:38][CH2:37][CH2:36][CH2:35]5)=[N:32][N:33]=4)[CH:30]=3)[CH2:16][CH2:15]2)=[O:12])[N:7]([C:40]2[CH:41]=[N:42][N:43]([CH2:45][CH2:46][CH2:47][N:54]([CH3:55])[CH3:53])[CH:44]=2)[N:6]=1)([CH3:2])([CH3:4])[CH3:3]. The yield is 0.120. (2) The reactants are [N:1]1([C:6]([O:8][CH2:9][CH2:10][C:11]2[N:12]=[C:13]([C:17]3[CH:22]=[CH:21][CH:20]=[CH:19][CH:18]=3)[O:14][C:15]=2[CH3:16])=[O:7])[CH:5]=[CH:4]N=C1.N[CH2:24][C:25]1[CH:26]=[C:27]([CH:36]=CC=1)[O:28][C:29]([CH3:35])([CH3:34])[C:30]([O:32][CH3:33])=[O:31]. The catalyst is O1CCCC1. The product is [CH3:35][C:29]([O:28][C:27]1[CH:26]=[CH:25][CH:24]=[C:4]([CH2:5][NH:1][C:6]([O:8][CH2:9][CH2:10][C:11]2[N:12]=[C:13]([C:17]3[CH:18]=[CH:19][CH:20]=[CH:21][CH:22]=3)[O:14][C:15]=2[CH3:16])=[O:7])[CH:36]=1)([CH3:34])[C:30]([O:32][CH3:33])=[O:31]. The yield is 0.650. (3) The reactants are [CH2:1]([O:3][C:4]1[CH:5]=[C:6]2[C:11](=[C:12]3[CH2:16][C:15]([CH3:18])([CH3:17])[O:14][C:13]=13)[C:10]([C:19]1[CH:24]=[CH:23][C:22]([CH2:25][C:26]([O:28]CCCC)=[O:27])=[C:21]([N:33]3[CH2:37][CH2:36][CH2:35][CH2:34]3)[CH:20]=1)=[N:9][C:8]([CH3:39])([CH3:38])[CH2:7]2)[CH3:2].[OH-].[Na+].Cl. The catalyst is C(O)C. The product is [CH2:1]([O:3][C:4]1[CH:5]=[C:6]2[C:11](=[C:12]3[CH2:16][C:15]([CH3:18])([CH3:17])[O:14][C:13]=13)[C:10]([C:19]1[CH:24]=[CH:23][C:22]([CH2:25][C:26]([OH:28])=[O:27])=[C:21]([N:33]3[CH2:34][CH2:35][CH2:36][CH2:37]3)[CH:20]=1)=[N:9][C:8]([CH3:38])([CH3:39])[CH2:7]2)[CH3:2]. The yield is 0.810. (4) The reactants are [N:1]1[CH:6]=[CH:5][CH:4]=[CH:3][C:2]=1[S:7][S:8][CH2:9][CH2:10][CH2:11][C:12]([OH:14])=[O:13].N1C=CC=CC=1SSC1C=CC=CN=1.[S:29](Cl)(=[O:32])(=[O:31])[OH:30].[OH-].[Na+]. The catalyst is ClCCCl.CCOC(C)=O.CCCCCC. The product is [N:1]1[CH:6]=[CH:5][CH:4]=[CH:3][C:2]=1[S:7][S:8][CH2:9][CH2:10][CH:11]([S:29]([OH:32])(=[O:31])=[O:30])[C:12]([OH:14])=[O:13]. The yield is 0.302.